Dataset: NCI-60 drug combinations with 297,098 pairs across 59 cell lines. Task: Regression. Given two drug SMILES strings and cell line genomic features, predict the synergy score measuring deviation from expected non-interaction effect. Drug 1: C1CCC(CC1)NC(=O)N(CCCl)N=O. Drug 2: C1=CN(C(=O)N=C1N)C2C(C(C(O2)CO)O)O.Cl. Cell line: UO-31. Synergy scores: CSS=19.2, Synergy_ZIP=-6.94, Synergy_Bliss=-3.09, Synergy_Loewe=-0.167, Synergy_HSA=0.522.